This data is from Reaction yield outcomes from USPTO patents with 853,638 reactions. The task is: Predict the reaction yield, written as a fraction of the theoretical maximum amount of product (1.0 means a 100% yield; for example, 0.34 means a 34% yield). (1) The reactants are [Br:1][C:2]1[CH:3]=[C:4]2[C:9](=[CH:10][CH:11]=1)[CH:8]=[C:7]([OH:12])[CH:6]=[CH:5]2.[H-].[Na+].Cl[CH2:16][CH2:17][CH:18]([CH3:20])[CH3:19]. The catalyst is CN(C=O)C. The product is [Br:1][C:2]1[CH:11]=[CH:10][C:9]2[C:4](=[CH:5][CH:6]=[C:7]([O:12][CH2:16][CH2:17][CH:18]([CH3:20])[CH3:19])[CH:8]=2)[CH:3]=1. The yield is 0.920. (2) The reactants are [CH2:1]([O:8][C:9]([N:11]1[CH2:23][CH2:22][C:21]2[C:20]3[C:15](=[CH:16][CH:17]=[CH:18][CH:19]=3)[NH:14][C:13]=2[CH2:12]1)=[O:10])[C:2]1[CH:7]=[CH:6][CH:5]=[CH:4][CH:3]=1.[H-].[Na+].[CH3:26]I.O. The catalyst is CN(C=O)C. The product is [CH2:1]([O:8][C:9]([N:11]1[CH2:23][CH2:22][C:21]2[C:20]3[C:15](=[CH:16][CH:17]=[CH:18][CH:19]=3)[N:14]([CH3:26])[C:13]=2[CH2:12]1)=[O:10])[C:2]1[CH:3]=[CH:4][CH:5]=[CH:6][CH:7]=1. The yield is 0.990. (3) The reactants are [CH3:1][C:2](=[O:7])[CH2:3][C:4](=[O:6])[CH3:5].[C:8]1([CH2:14][CH2:15][CH2:16]I)[CH:13]=[CH:12][CH:11]=[CH:10][CH:9]=1.C(=O)([O-])[O-].[K+].[K+]. The catalyst is CC(C)=O. The product is [C:8]1([CH2:14][CH2:15][CH2:16][CH:3]([C:2](=[O:7])[CH3:1])[C:4](=[O:6])[CH3:5])[CH:13]=[CH:12][CH:11]=[CH:10][CH:9]=1. The yield is 0.420. (4) The reactants are [CH3:1][N:2]([CH3:13])[CH2:3][CH2:4][O:5][CH2:6][CH2:7][O:8][CH2:9][CH2:10][C:11]#[N:12].[NH2:14][OH:15]. The catalyst is CCO. The product is [CH3:13][N:2]([CH3:1])[CH2:3][CH2:4][O:5][CH2:6][CH2:7][O:8][CH2:9][CH2:10][C:11](=[N:14][OH:15])[NH2:12]. The yield is 0.901. (5) The reactants are [Br:1][C:2]1[CH:3]=[CH:4][C:5]2[S:9][C:8]([CH2:10]Br)=[N:7][C:6]=2[CH:12]=1.[F:13][C:14]1[C:22]([OH:23])=[CH:21][CH:20]=[C:19]([F:24])[C:15]=1[C:16]([NH2:18])=[O:17].C(=O)([O-])[O-].[K+].[K+].O. The catalyst is CN(C=O)C. The product is [Br:1][C:2]1[CH:3]=[CH:4][C:5]2[S:9][C:8]([CH2:10][O:23][C:22]3[C:14]([F:13])=[C:15]([C:19]([F:24])=[CH:20][CH:21]=3)[C:16]([NH2:18])=[O:17])=[N:7][C:6]=2[CH:12]=1. The yield is 0.760. (6) The reactants are [I:1][C:2]1[C:6]([CH:7]=O)=[CH:5][N:4]([CH:9]2[CH2:14][CH2:13][CH2:12][CH2:11][O:10]2)[N:3]=1.[CH3:15][NH:16][CH2:17][CH2:18][NH:19][C:20](=[O:26])[O:21][C:22]([CH3:25])([CH3:24])[CH3:23].[BH-](OC(C)=O)(OC(C)=O)OC(C)=O.[Na+]. The catalyst is ClC(Cl)C. The product is [I:1][C:2]1[C:6]([CH2:7][N:16]([CH3:15])[CH2:17][CH2:18][NH:19][C:20](=[O:26])[O:21][C:22]([CH3:23])([CH3:24])[CH3:25])=[CH:5][N:4]([CH:9]2[CH2:14][CH2:13][CH2:12][CH2:11][O:10]2)[N:3]=1. The yield is 0.830. (7) The reactants are [Cl:1][C:2]1[CH:10]=[C:9]2[C:5]([CH:6]=[CH:7][NH:8]2)=[CH:4][CH:3]=1.P(Cl)(Cl)(Cl)=O.CN([CH:19]=[O:20])C. No catalyst specified. The product is [Cl:1][C:2]1[CH:10]=[C:9]2[C:5]([C:6]([CH:19]=[O:20])=[CH:7][NH:8]2)=[CH:4][CH:3]=1. The yield is 0.910.